From a dataset of Catalyst prediction with 721,799 reactions and 888 catalyst types from USPTO. Predict which catalyst facilitates the given reaction. (1) Reactant: [F:1][C:2]([F:23])([F:22])[C:3]([C:6]1[CH:11]=[CH:10][C:9]([CH:12]([NH:14][C:15](=[O:21])[O:16][C:17]([CH3:20])([CH3:19])[CH3:18])[CH3:13])=[CH:8][CH:7]=1)=[N:4][OH:5].CCN(C(C)C)C(C)C.[C:33]1([CH3:43])[CH:38]=[CH:37][C:36]([S:39](Cl)(=[O:41])=[O:40])=[CH:35][CH:34]=1. Product: [F:1][C:2]([F:22])([F:23])[C:3]([C:6]1[CH:7]=[CH:8][C:9]([CH:12]([NH:14][C:15](=[O:21])[O:16][C:17]([CH3:19])([CH3:18])[CH3:20])[CH3:13])=[CH:10][CH:11]=1)=[N:4][O:5][S:39]([C:36]1[CH:37]=[CH:38][C:33]([CH3:43])=[CH:34][CH:35]=1)(=[O:41])=[O:40]. The catalyst class is: 64. (2) Reactant: [Cl:1][C:2]1[CH:3]=[C:4]([O:9][CH3:10])[CH:5]=[C:6]([Cl:8])[CH:7]=1.[CH2:11]=[O:12].S(=O)(=O)(O)O. Product: [Cl:1][C:2]1[CH:3]=[C:4]([O:9][CH3:10])[CH:5]=[C:6]([Cl:8])[C:7]=1[CH2:11][OH:12].[Cl:1][C:2]1[CH:7]=[C:6]([Cl:8])[CH:5]=[C:4]([O:9][CH3:10])[C:3]=1[CH2:11][OH:12]. The catalyst class is: 33. (3) Reactant: [Cl:1][C:2]1[N:3]=[N:4][C:5](Cl)=[CH:6][CH:7]=1.[CH3:9][S:10]([NH:13][C:14]1[CH:19]=[CH:18][C:17](B(O)O)=[CH:16][CH:15]=1)(=[O:12])=[O:11].C([O-])([O-])=O.[Na+].[Na+].COCCOC. Product: [Cl:1][C:2]1[N:3]=[N:4][C:5]([C:17]2[CH:16]=[CH:15][C:14]([NH:13][S:10]([CH3:9])(=[O:11])=[O:12])=[CH:19][CH:18]=2)=[CH:6][CH:7]=1. The catalyst class is: 535. (4) Reactant: [CH3:1][O:2][C:3](=[O:21])[C:4]1[CH:9]=[CH:8][CH:7]=[C:6]([C:10]2[S:11][CH:12]=[C:13]([C@H:15]3[CH2:20][CH2:19][CH2:18][CH2:17][NH:16]3)[N:14]=2)[CH:5]=1.C(N(CC)CC)C.CN(C1C=CC=CN=1)C.[O:38]([CH2:45][C:46](Cl)=[O:47])[C:39]1[CH:44]=[CH:43][CH:42]=[CH:41][CH:40]=1. Product: [CH3:1][O:2][C:3](=[O:21])[C:4]1[CH:9]=[CH:8][CH:7]=[C:6]([C:10]2[S:11][CH:12]=[C:13]([C@H:15]3[CH2:20][CH2:19][CH2:18][CH2:17][N:16]3[C:46](=[O:47])[CH2:45][O:38][C:39]3[CH:44]=[CH:43][CH:42]=[CH:41][CH:40]=3)[N:14]=2)[CH:5]=1. The catalyst class is: 4. (5) Reactant: Cl[C:2]([O:4][CH:5]([Cl:7])[CH3:6])=[O:3].[C:8]([N:15]1[CH2:20][CH2:19][NH:18][CH2:17][CH2:16]1)([O:10][C:11]([CH3:14])([CH3:13])[CH3:12])=[O:9].N1C=CC=CC=1. Product: [Cl:7][CH:5]([O:4][C:2]([N:18]1[CH2:17][CH2:16][N:15]([C:8]([O:10][C:11]([CH3:14])([CH3:13])[CH3:12])=[O:9])[CH2:20][CH2:19]1)=[O:3])[CH3:6]. The catalyst class is: 2. (6) Reactant: [CH3:1][C:2]1[CH:3]=[N:4][NH:5][CH:6]=1.C(N(CC)CC)C.[C:14](O[C:14]([O:16][C:17]([CH3:20])([CH3:19])[CH3:18])=[O:15])([O:16][C:17]([CH3:20])([CH3:19])[CH3:18])=[O:15]. Product: [C:17]([O:16][C:14]([N:4]1[CH:3]=[C:2]([CH3:1])[CH:6]=[N:5]1)=[O:15])([CH3:20])([CH3:19])[CH3:18]. The catalyst class is: 172. (7) Reactant: C(OC([O:8][C:9]1[CH:10]=[CH:11][C:12]([C@@H:20]([O:41][Si:42]([C:45]([CH3:48])([CH3:47])[CH3:46])([CH3:44])[CH3:43])[CH2:21][N:22]([C@H:30]([CH3:40])[CH2:31][C:32]2[CH:37]=[CH:36][CH:35]=[C:34]([CH:38]=[O:39])[CH:33]=2)[C:23](=[O:29])[O:24][C:25]([CH3:28])([CH3:27])[CH3:26])=[C:13]2[C:18]=1[NH:17][C:16](=[O:19])[CH:15]=[CH:14]2)=O)(C)(C)C.N. Product: [Si:42]([O:41][C@H:20]([C:12]1[CH:11]=[CH:10][C:9]([OH:8])=[C:18]2[C:13]=1[CH:14]=[CH:15][C:16](=[O:19])[NH:17]2)[CH2:21][N:22]([C@H:30]([CH3:40])[CH2:31][C:32]1[CH:37]=[CH:36][CH:35]=[C:34]([CH:38]=[O:39])[CH:33]=1)[C:23](=[O:29])[O:24][C:25]([CH3:28])([CH3:26])[CH3:27])([C:45]([CH3:46])([CH3:47])[CH3:48])([CH3:44])[CH3:43]. The catalyst class is: 5. (8) Reactant: C([O:5][C:6](=[O:39])[CH2:7][CH:8]([NH:11][S:12]([C:15]1[CH:20]=[CH:19][C:18]([NH:21][C:22]([NH:24][CH3:25])=[S:23])=[CH:17][C:16]=1[O:26][CH2:27][CH2:28][C:29]1[CH:38]=[CH:37][CH:36]=[C:35]2[C:30]=1[CH:31]=[CH:32][CH:33]=[N:34]2)(=[O:14])=[O:13])[CH:9]=[O:10])(C)(C)C.[C:40]([OH:46])([C:42]([F:45])([F:44])[F:43])=[O:41]. The catalyst class is: 2. Product: [F:43][C:42]([F:45])([F:44])[C:40]([OH:46])=[O:41].[CH3:25][NH:24][C:22](=[S:23])[NH:21][C:18]1[CH:19]=[CH:20][C:15]([S:12]([NH:11][CH:8]([CH:9]=[O:10])[CH2:7][C:6]([OH:39])=[O:5])(=[O:13])=[O:14])=[C:16]([O:26][CH2:27][CH2:28][C:29]2[CH:38]=[CH:37][CH:36]=[C:35]3[C:30]=2[CH:31]=[CH:32][CH:33]=[N:34]3)[CH:17]=1. (9) Reactant: [CH3:1][O:2][C:3](=[O:32])[C:4]1[CH:9]=[C:8]([O:10][C:11]2[CH:16]=[CH:15][C:14]([NH2:17])=[C:13]([O:18][CH2:19][CH3:20])[CH:12]=2)[CH:7]=[CH:6][C:5]=1[NH:21][S:22]([C:25]1[CH:30]=[CH:29][C:28]([CH3:31])=[CH:27][CH:26]=1)(=[O:24])=[O:23].N1C=CC=CC=1.[C:39]1([CH3:49])[CH:44]=[CH:43][C:42]([S:45](Cl)(=[O:47])=[O:46])=[CH:41][CH:40]=1. Product: [CH3:1][O:2][C:3](=[O:32])[C:4]1[CH:9]=[C:8]([O:10][C:11]2[CH:16]=[CH:15][C:14]([NH:17][S:45]([C:42]3[CH:43]=[CH:44][C:39]([CH3:49])=[CH:40][CH:41]=3)(=[O:47])=[O:46])=[C:13]([O:18][CH2:19][CH3:20])[CH:12]=2)[CH:7]=[CH:6][C:5]=1[NH:21][S:22]([C:25]1[CH:26]=[CH:27][C:28]([CH3:31])=[CH:29][CH:30]=1)(=[O:24])=[O:23]. The catalyst class is: 2.